From a dataset of Reaction yield outcomes from USPTO patents with 853,638 reactions. Predict the reaction yield, written as a fraction of the theoretical maximum amount of product (1.0 means a 100% yield; for example, 0.34 means a 34% yield). (1) The reactants are Cl.Cl.[CH3:3][C@@H:4]1[C:12]2[C:11]([N:13]3[CH2:18][CH2:17][NH:16][CH2:15][CH2:14]3)=[N:10][CH:9]=[N:8][C:7]=2[CH2:6][S:5]1.[C:19]([O:23][C:24]([NH:26][C@H:27]([CH2:31][C:32]1[CH:37]=[CH:36][C:35]([Cl:38])=[C:34]([F:39])[CH:33]=1)[C:28](O)=[O:29])=[O:25])([CH3:22])([CH3:21])[CH3:20].CN(C(ON1N=NC2C=CC=CC1=2)=[N+](C)C)C.F[P-](F)(F)(F)(F)F. The catalyst is C(Cl)Cl.C(N(CC)CC)C. The product is [Cl:38][C:35]1[CH:36]=[CH:37][C:32]([CH2:31][C@@H:27]([NH:26][C:24](=[O:25])[O:23][C:19]([CH3:20])([CH3:21])[CH3:22])[C:28]([N:16]2[CH2:17][CH2:18][N:13]([C:11]3[C:12]4[C@@H:4]([CH3:3])[S:5][CH2:6][C:7]=4[N:8]=[CH:9][N:10]=3)[CH2:14][CH2:15]2)=[O:29])=[CH:33][C:34]=1[F:39]. The yield is 0.850. (2) The reactants are [C:1]1([C:36]2[CH:41]=[CH:40][CH:39]=[CH:38][CH:37]=2)[CH:6]=[CH:5][CH:4]=[C:3]([NH:7][C:8]2[C:13]([C:14]([NH:16][C@@H:17]3[CH2:22][CH2:21][C@H:20]([NH:23][C:24]([C:26]4[N:27]=[C:28]5[CH:33]=[CH:32][CH:31]=[CH:30][N:29]5[CH:34]=4)=[O:25])[CH2:19][CH2:18]3)=[O:15])=[CH:12][C:11]([F:35])=[CH:10][N:9]=2)[CH:2]=1.[C:42](N1C=CN=C1)(N1C=CN=C1)=[O:43].[H-].[Na+].O. The catalyst is CN1C(=O)CCC1. The product is [C:1]1([C:36]2[CH:41]=[CH:40][CH:39]=[CH:38][CH:37]=2)[CH:6]=[CH:5][CH:4]=[C:3]([N:7]2[C:8]3[N:9]=[CH:10][C:11]([F:35])=[CH:12][C:13]=3[C:14](=[O:15])[N:16]([C@@H:17]3[CH2:22][CH2:21][C@H:20]([NH:23][C:24]([C:26]4[N:27]=[C:28]5[CH:33]=[CH:32][CH:31]=[CH:30][N:29]5[CH:34]=4)=[O:25])[CH2:19][CH2:18]3)[C:42]2=[O:43])[CH:2]=1. The yield is 0.380. (3) The reactants are [C:1]([Cu])#[N:2].Br[C:5]1[CH:10]=[CH:9][C:8]([Br:11])=[CH:7][C:6]=1[CH:12]1[CH2:17][C:16]([CH3:31])([S:18]([C:21]2[CH:26]=[CH:25][CH:24]=[C:23]([C:27]([F:30])([F:29])[F:28])[CH:22]=2)(=[O:20])=[O:19])[CH2:15][CH2:14][O:13]1. The catalyst is CN(C=O)C. The product is [Br:11][C:8]1[CH:9]=[CH:10][C:5]([C:1]#[N:2])=[C:6]([CH:12]2[CH2:17][C:16]([CH3:31])([S:18]([C:21]3[CH:26]=[CH:25][CH:24]=[C:23]([C:27]([F:28])([F:29])[F:30])[CH:22]=3)(=[O:20])=[O:19])[CH2:15][CH2:14][O:13]2)[CH:7]=1. The yield is 0.350. (4) The reactants are [Si](O[C@H]([C@H]1C[C@@H](OCCC)CN1C(OC(C)(C)C)=O)[C@@H:10]([NH:20][C:21](=[O:38])[C:22]1[CH:27]=[CH:26][CH:25]=[C:24]([C:28]([N:30]2[CH2:34][CH2:33][CH2:32][C@@H:31]2[CH2:35]OC)=[O:29])[CH:23]=1)[CH2:11]C1C=C(F)C=C(F)C=1)(C(C)(C)C)(C)C.C(OC([C@@H:65]([CH2:93][C:94]1[CH:99]=[CH:98][CH:97]=[CH:96][CH:95]=1)[C@@H:66]([C@H:75]1[CH2:79][C@@H:78]([S:80]([CH2:83][CH2:84][CH3:85])(=[O:82])=[O:81])[CH2:77][N:76]1C(OC(C)(C)C)=O)[O:67][Si](C(C)(C)C)(C)C)=O)C1C=CC=CC=1.C([O:104][C:105]([N:107]1C[C@H](OCCC)C[C@@H]1[C@@H](O[Si](C(C)(C)C)(C)C)[C@@H](NC(C1C=C(C=CC=1)C(O)=O)=O)CC1C=C(F)C=C(F)C=1)=O)(C)(C)C.OOS([O-])=O.[K+].[CH3:153]O. The catalyst is O. The product is [OH:67][C@H:66]([C@H:75]1[CH2:79][C@@H:78]([S:80]([CH2:83][CH2:84][CH3:85])(=[O:81])=[O:82])[CH2:77][NH:76]1)[C@@H:65]([NH:107][C:105](=[O:104])[C:26]1[CH:27]=[C:22]([C:21]2[O:38][CH:11]=[CH:10][N:20]=2)[CH:23]=[C:24]([C:28]([N:30]([CH2:31][CH2:35][CH3:153])[CH2:34][CH2:33][CH3:32])=[O:29])[CH:25]=1)[CH2:93][C:94]1[CH:95]=[CH:96][CH:97]=[CH:98][CH:99]=1. The yield is 0.640. (5) The reactants are [CH:1]1C=C[C:4]2N(O)N=[N:7][C:5]=2[CH:6]=1.Cl.Cl.Cl.[CH3:14][O:15][C:16](=[O:64])[NH:17][CH:18]([C:22]([N:24]1[CH:30]([C:31]2[NH:32][C:33]([C:36]3[CH:45]=[CH:44][C:43]4[C:38](=[CH:39][CH:40]=[C:41]([C:46]5[CH:51]=[CH:50][C:49]([C:52]6[NH:53][C:54]([CH:57]7[CH2:61][CH:60]([C:62]#[N:63])[CH2:59][NH:58]7)=[N:55][CH:56]=6)=[CH:48][CH:47]=5)[CH:42]=4)[CH:37]=3)=[CH:34][N:35]=2)[CH2:29][C:26]2([CH2:28][CH2:27]2)[CH2:25]1)=[O:23])[CH:19]([CH3:21])[CH3:20].CN1CC[O:69]CC1.C[CH2:73][O:74][C:75](C)=[O:76]. The catalyst is CN(C=O)C. The product is [CH3:14][O:15][C:16](=[O:64])[NH:17][CH:18]([C:22]([N:24]1[CH:30]([C:31]2[NH:32][C:33]([C:36]3[CH:45]=[CH:44][C:43]4[C:38](=[CH:39][CH:40]=[C:41]([C:46]5[CH:51]=[CH:50][C:49]([C:52]6[NH:53][C:54]([CH:57]7[CH2:61][CH:60]([C:62]#[N:63])[CH2:59][N:58]7[C:4](=[O:69])[CH:5]([NH:7][C:75]([O:74][CH3:73])=[O:76])[CH2:6][CH3:1])=[N:55][CH:56]=6)=[CH:48][CH:47]=5)[CH:42]=4)[CH:37]=3)=[CH:34][N:35]=2)[CH2:29][C:26]2([CH2:27][CH2:28]2)[CH2:25]1)=[O:23])[CH:19]([CH3:21])[CH3:20]. The yield is 0.490.